This data is from Forward reaction prediction with 1.9M reactions from USPTO patents (1976-2016). The task is: Predict the product of the given reaction. (1) Given the reactants [CH2:1]([N:8]1[CH2:14][CH:13]([C:15]2[CH:20]=[CH:19][C:18]([Cl:21])=[C:17]([Cl:22])[CH:16]=2)[CH:12]([CH2:23][O:24][Si](C(C)(C)C)(C)C)[O:11][CH2:10][C:9]1=O)[C:2]1[CH:7]=[CH:6][CH:5]=[CH:4][CH:3]=1.CO, predict the reaction product. The product is: [CH2:1]([N:8]1[CH2:14][CH:13]([C:15]2[CH:20]=[CH:19][C:18]([Cl:21])=[C:17]([Cl:22])[CH:16]=2)[CH:12]([CH2:23][OH:24])[O:11][CH2:10][CH2:9]1)[C:2]1[CH:7]=[CH:6][CH:5]=[CH:4][CH:3]=1. (2) Given the reactants [Cl:1][C:2]1[C:3]([C:34]2[C:42]3[C:37](=[CH:38][CH:39]=[CH:40][CH:41]=3)[N:36](S(C3C=CC=CC=3)(=O)=O)[CH:35]=2)=[N:4][C:5]([NH:8][C:9]2[CH:10]=[C:11]([NH:15][S:16]([C:19]3[CH:24]=[CH:23][C:22]([NH:25][C:26](=[O:33])/[CH:27]=[CH:28]/[CH2:29][N:30]([CH3:32])[CH3:31])=[CH:21][CH:20]=3)(=[O:18])=[O:17])[CH:12]=[CH:13][CH:14]=2)=[N:6][CH:7]=1.[OH-].[Na+], predict the reaction product. The product is: [Cl:1][C:2]1[C:3]([C:34]2[C:42]3[C:37](=[CH:38][CH:39]=[CH:40][CH:41]=3)[NH:36][CH:35]=2)=[N:4][C:5]([NH:8][C:9]2[CH:10]=[C:11]([NH:15][S:16]([C:19]3[CH:24]=[CH:23][C:22]([NH:25][C:26](=[O:33])/[CH:27]=[CH:28]/[CH2:29][N:30]([CH3:32])[CH3:31])=[CH:21][CH:20]=3)(=[O:18])=[O:17])[CH:12]=[CH:13][CH:14]=2)=[N:6][CH:7]=1. (3) Given the reactants [CH:1]([C:3]1[CH:4]=[C:5]2[C:9](=[CH:10][CH:11]=1)[N:8]([C:12]([O:14][C:15]([CH3:18])([CH3:17])[CH3:16])=[O:13])[CH:7]=[CH:6]2)=[O:2].C(N(CC)CC)C.[H][H], predict the reaction product. The product is: [OH:2][CH2:1][C:3]1[CH:4]=[C:5]2[C:9](=[CH:10][CH:11]=1)[N:8]([C:12]([O:14][C:15]([CH3:18])([CH3:17])[CH3:16])=[O:13])[CH2:7][CH2:6]2. (4) Given the reactants C(N(CC)CC)C.[O:8]1[CH2:13][CH2:12][CH2:11][CH2:10][CH:9]1[O:14][CH:15]1[CH2:17][CH:16]1[NH2:18].[C:19](O[C:19]([O:21][C:22]([CH3:25])([CH3:24])[CH3:23])=[O:20])([O:21][C:22]([CH3:25])([CH3:24])[CH3:23])=[O:20].C(=O)([O-])[O-].[Na+].[Na+], predict the reaction product. The product is: [O:8]1[CH2:13][CH2:12][CH2:11][CH2:10][CH:9]1[O:14][CH:15]1[CH2:17][CH:16]1[NH:18][C:19](=[O:20])[O:21][C:22]([CH3:25])([CH3:24])[CH3:23]. (5) Given the reactants C([N-]C(C)C)(C)C.[Li+].[Cl:9][C:10]1[CH:11]=[C:12]([CH2:17][C:18]#[N:19])[CH:13]=[CH:14][C:15]=1[Cl:16].[CH:20](=[O:27])[C:21]1[CH:26]=[CH:25][CH:24]=[CH:23][CH:22]=1, predict the reaction product. The product is: [Cl:9][C:10]1[CH:11]=[C:12]([CH:17]([CH:20]([OH:27])[C:21]2[CH:26]=[CH:25][CH:24]=[CH:23][CH:22]=2)[C:18]#[N:19])[CH:13]=[CH:14][C:15]=1[Cl:16]. (6) Given the reactants [OH-].[Na+].[F:3][C:4]1[CH:9]=[CH:8][CH:7]=[CH:6][C:5]=1[NH:10][C:11]1[O:15][C:14]([C:16]([NH:18][CH:19]2[CH2:24][CH2:23][N:22]([C:25]3[N:30]=[CH:29][C:28]([CH2:31][C:32]([O:34]C)=[O:33])=[CH:27][CH:26]=3)[CH2:21][CH2:20]2)=[O:17])=[N:13][N:12]=1.Cl, predict the reaction product. The product is: [F:3][C:4]1[CH:9]=[CH:8][CH:7]=[CH:6][C:5]=1[NH:10][C:11]1[O:15][C:14]([C:16]([NH:18][CH:19]2[CH2:20][CH2:21][N:22]([C:25]3[N:30]=[CH:29][C:28]([CH2:31][C:32]([OH:34])=[O:33])=[CH:27][CH:26]=3)[CH2:23][CH2:24]2)=[O:17])=[N:13][N:12]=1.